The task is: Regression. Given two drug SMILES strings and cell line genomic features, predict the synergy score measuring deviation from expected non-interaction effect.. This data is from NCI-60 drug combinations with 297,098 pairs across 59 cell lines. Drug 1: CC1CCC2CC(C(=CC=CC=CC(CC(C(=O)C(C(C(=CC(C(=O)CC(OC(=O)C3CCCCN3C(=O)C(=O)C1(O2)O)C(C)CC4CCC(C(C4)OC)OCCO)C)C)O)OC)C)C)C)OC. Drug 2: N.N.Cl[Pt+2]Cl. Cell line: MDA-MB-231. Synergy scores: CSS=45.9, Synergy_ZIP=-9.73, Synergy_Bliss=-5.98, Synergy_Loewe=-0.928, Synergy_HSA=0.661.